Dataset: Full USPTO retrosynthesis dataset with 1.9M reactions from patents (1976-2016). Task: Predict the reactants needed to synthesize the given product. The reactants are: [CH3:1][O:2][C:3](=[O:11])[C:4]1[CH:9]=[CH:8][C:7]([NH2:10])=[CH:6][CH:5]=1.[Br:12][C:13]1[CH:14]=[CH:15][C:16]([CH3:21])=[C:17]([CH:20]=1)[CH:18]=O.FC(F)(F)S([O-])(=O)=O.[Yb+3].FC(F)(F)S([O-])(=O)=O.FC(F)(F)S([O-])(=O)=O. Given the product [CH3:1][O:2][C:3]([C:4]1[CH:5]=[C:6]2[C:7](=[CH:8][CH:9]=1)[NH:10][CH:18]([C:17]1[CH:20]=[C:13]([Br:12])[CH:14]=[CH:15][C:16]=1[CH3:21])[CH2:3][C:4]2([CH3:9])[CH3:5])=[O:11], predict the reactants needed to synthesize it.